This data is from Peptide-MHC class I binding affinity with 185,985 pairs from IEDB/IMGT. The task is: Regression. Given a peptide amino acid sequence and an MHC pseudo amino acid sequence, predict their binding affinity value. This is MHC class I binding data. The peptide sequence is IHAEFQASL. The MHC is HLA-A25:01 with pseudo-sequence HLA-A25:01. The binding affinity (normalized) is 0.0847.